Dataset: Catalyst prediction with 721,799 reactions and 888 catalyst types from USPTO. Task: Predict which catalyst facilitates the given reaction. Reactant: C([NH:9][C:10]([NH:12][C:13]1[C:18]([O:19][CH2:20][C:21]2[CH:26]=[CH:25][CH:24]=[CH:23][CH:22]=2)=[CH:17][CH:16]=[CH:15][N:14]=1)=[S:11])(=O)C1C=CC=CC=1.C(=O)([O-])[O-].[K+].[K+].CCO. Product: [CH2:20]([O:19][C:18]1[C:13]([NH:12][C:10]([NH2:9])=[S:11])=[N:14][CH:15]=[CH:16][CH:17]=1)[C:21]1[CH:22]=[CH:23][CH:24]=[CH:25][CH:26]=1. The catalyst class is: 6.